The task is: Predict the reaction yield, written as a fraction of the theoretical maximum amount of product (1.0 means a 100% yield; for example, 0.34 means a 34% yield).. This data is from Reaction yield outcomes from USPTO patents with 853,638 reactions. The reactants are [F:1][C:2]1[CH:7]=[CH:6][C:5]([C:8]2[O:9][CH2:10][CH:11]([C:13]([O:15][CH3:16])=[O:14])[N:12]=2)=[CH:4][CH:3]=1.BrN1C(=O)CCC1=O. The catalyst is C1C=CC=CC=1.C(OOC(=O)C1C=CC=CC=1)(=O)C1C=CC=CC=1. The product is [F:1][C:2]1[CH:3]=[CH:4][C:5]([C:8]2[O:9][CH:10]=[C:11]([C:13]([O:15][CH3:16])=[O:14])[N:12]=2)=[CH:6][CH:7]=1. The yield is 0.670.